This data is from Full USPTO retrosynthesis dataset with 1.9M reactions from patents (1976-2016). The task is: Predict the reactants needed to synthesize the given product. (1) Given the product [NH:14]([C:36]([O:38][CH2:39][C:40]1[CH:45]=[CH:44][CH:43]=[CH:42][CH:41]=1)=[O:37])[C@H:15]([C:26]([NH:2][C@H:3]([C:11]([OH:13])=[O:12])[CH2:4][CH2:5][CH2:6][NH:7][C:8](=[NH:9])[NH2:10])=[O:27])[CH2:16][C:17]1[C:25]2[C:20](=[CH:21][CH:22]=[CH:23][CH:24]=2)[NH:19][CH:18]=1, predict the reactants needed to synthesize it. The reactants are: O.[NH2:2][C@H:3]([C:11]([OH:13])=[O:12])[CH2:4][CH2:5][CH2:6][NH:7][C:8](=[NH:10])[NH2:9].[NH:14]([C:36]([O:38][CH2:39][C:40]1[CH:45]=[CH:44][CH:43]=[CH:42][CH:41]=1)=[O:37])[C@H:15]([C:26](ON1C(=O)CCC1=O)=[O:27])[CH2:16][C:17]1[C:25]2[C:20](=[CH:21][CH:22]=[CH:23][CH:24]=2)[NH:19][CH:18]=1. (2) Given the product [F:1][C:2]1[CH:3]=[C:4]([CH:29]2[CH2:28][CH:27]3[O:34][CH:30]2[CH:31]2[CH:26]3[C:25](=[O:35])[CH:24]([C:17]3[C:18]([CH3:23])=[CH:19][C:20]([CH3:22])=[CH:21][C:16]=3[CH3:15])[C:32]2=[O:33])[CH:5]=[CH:6][CH:7]=1, predict the reactants needed to synthesize it. The reactants are: [F:1][C:2]1[CH:7]=[CH:6][CH:5]=[C:4](I)[CH:3]=1.N1CCCCC1.[CH3:15][C:16]1[CH:21]=[C:20]([CH3:22])[CH:19]=[C:18]([CH3:23])[C:17]=1[CH:24]1[C:32](=[O:33])[CH:31]2[CH:26]([CH:27]3[O:34][CH:30]2[CH:29]=[CH:28]3)[C:25]1=[O:35].C(O)=O.